This data is from Forward reaction prediction with 1.9M reactions from USPTO patents (1976-2016). The task is: Predict the product of the given reaction. Given the reactants C(OC([NH:8][CH2:9][CH2:10][S:11][S:12][CH2:13][C:14]([NH:16][C:17]1[CH:18]=[CH:19][C:20]([OH:27])=[C:21]([CH:26]=1)[C:22]([O:24][CH3:25])=[O:23])=[O:15])=O)(C)(C)C.C(O)(C(F)(F)F)=O, predict the reaction product. The product is: [NH2:8][CH2:9][CH2:10][S:11][S:12][CH2:13][C:14]([NH:16][C:17]1[CH:18]=[CH:19][C:20]([OH:27])=[C:21]([CH:26]=1)[C:22]([O:24][CH3:25])=[O:23])=[O:15].